From a dataset of Tyrosyl-DNA phosphodiesterase HTS with 341,365 compounds. Binary Classification. Given a drug SMILES string, predict its activity (active/inactive) in a high-throughput screening assay against a specified biological target. The drug is Oc1c(CC(N)C(O)=O)cc(O)c(O)c1. The result is 1 (active).